Regression. Given two drug SMILES strings and cell line genomic features, predict the synergy score measuring deviation from expected non-interaction effect. From a dataset of NCI-60 drug combinations with 297,098 pairs across 59 cell lines. Drug 1: C1CN1C2=NC(=NC(=N2)N3CC3)N4CC4. Drug 2: C1CC(=O)NC(=O)C1N2C(=O)C3=CC=CC=C3C2=O. Cell line: SN12C. Synergy scores: CSS=47.3, Synergy_ZIP=-0.136, Synergy_Bliss=0.0574, Synergy_Loewe=-23.6, Synergy_HSA=0.172.